From a dataset of Experimentally validated miRNA-target interactions with 360,000+ pairs, plus equal number of negative samples. Binary Classification. Given a miRNA mature sequence and a target amino acid sequence, predict their likelihood of interaction. The miRNA is hsa-miR-1277-5p with sequence AAAUAUAUAUAUAUAUGUACGUAU. The protein sequence of the target gene is MLGKCIKKASSTVGQSIRYSSGDVRRVTLIPGDGIGPEISASVQKIFEAADAPIAWDPVDVTPVKGRDGVFRIPSRCIELMHANKVGLKGPLETPIGKGHRSLNLAVRKEFSLYANVRPCRSLEGHKTLYDNVDVVTIRENTEGEYSGIEHEIVPGVVQSIKLITETASRNVASFAFEYARQNGRKVVTAVHKANIMRQSDGLFLSICREQAALYPDIKFKEAYLDTVCLNMVQDPSQYDVLVMPNLYGDILSDLCAGLVGGLGVTPSGNIGKGAAVFESVHGTAPDIAGQDKANPTALL.... Result: 0 (no interaction).